From a dataset of Forward reaction prediction with 1.9M reactions from USPTO patents (1976-2016). Predict the product of the given reaction. (1) Given the reactants [CH3:1][C:2]([O:4][C@H:5]1[C:14]2[C@@:15]3([CH3:30])[C@@H:26]([CH2:27][O:28][CH3:29])[O:25][C:23](=[O:24])[C:17]4=[CH:18][O:19][C:20]([C:21](=[O:22])[C:13]=2[C@@H:8]2[CH2:9][CH2:10][C@H:11]([OH:12])[C@@:7]2([CH3:31])[CH2:6]1)=[C:16]34)=[O:3].[CH3:32][N:33]1[CH2:38][CH2:37][CH:36]([N:39]2[CH2:44][CH2:43][NH:42][CH2:41][CH2:40]2)[CH2:35][CH2:34]1, predict the reaction product. The product is: [OH:19][C:20]1[C:21](=[O:22])[C:13]2[CH:8]3[C:7]([CH3:31])([CH:11]([OH:12])[CH2:10][CH2:9]3)[CH2:6][CH:5]([O:4][C:2](=[O:3])[CH3:1])[C:14]=2[C:15]2([CH3:30])[C:16]=1[C:17](=[CH:18][N:42]1[CH2:41][CH2:40][N:39]([CH:36]3[CH2:37][CH2:38][N:33]([CH3:32])[CH2:34][CH2:35]3)[CH2:44][CH2:43]1)[C:23](=[O:24])[O:25][CH:26]2[CH2:27][O:28][CH3:29]. (2) Given the reactants [OH-].[K+].[F:3][C:4]1[CH:21]=[C:20]([F:22])[CH:19]=[CH:18][C:5]=1[O:6][C:7]1[CH:17]=[CH:16][C:10]([C:11]([O:13]CC)=[O:12])=[CH:9][CH:8]=1, predict the reaction product. The product is: [F:3][C:4]1[CH:21]=[C:20]([F:22])[CH:19]=[CH:18][C:5]=1[O:6][C:7]1[CH:8]=[CH:9][C:10]([C:11]([OH:13])=[O:12])=[CH:16][CH:17]=1. (3) Given the reactants C([C:3]1([CH:31]=[CH:30][CH:29]=[CH:28][CH:27]1C(C)C)[C:4]([NH:6][C:7]1[CH:12]=[CH:11][C:10]([CH3:13])=[C:9]([N:14]2[C:23](=[O:24])[C:22]3[C:17](=[C:18]([O:25]C)[CH:19]=[CH:20][CH:21]=3)[N:16]=[CH:15]2)[CH:8]=1)=[O:5])#N, predict the reaction product. The product is: [C:4]([C:3]([C:30]1[CH:31]=[C:3]([CH:27]=[CH:28][CH:29]=1)[C:4]([NH:6][C:7]1[CH:12]=[CH:11][C:10]([CH3:13])=[C:9]([N:14]2[C:23](=[O:24])[C:22]3[C:17](=[C:18]([OH:25])[CH:19]=[CH:20][CH:21]=3)[N:16]=[CH:15]2)[CH:8]=1)=[O:5])([CH3:31])[CH3:27])#[N:6]. (4) Given the reactants C([O:8][C:9]1[CH:35]=[CH:34][C:33]([CH:36]2[CH2:41][CH2:40][N:39]([CH3:42])[CH2:38][CH2:37]2)=[CH:32][C:10]=1[C:11]([NH:13][C:14]1[CH:23]=[C:22]([C:24]2[CH:29]=[CH:28][CH:27]=[C:26]([O:30][CH3:31])[CH:25]=2)[CH:21]=[CH:20][C:15]=1[C:16]([O:18][CH3:19])=[O:17])=[O:12])C1C=CC=CC=1.C(Cl)(Cl)Cl, predict the reaction product. The product is: [OH:8][C:9]1[CH:35]=[CH:34][C:33]([CH:36]2[CH2:41][CH2:40][N:39]([CH3:42])[CH2:38][CH2:37]2)=[CH:32][C:10]=1[C:11]([NH:13][C:14]1[CH:23]=[C:22]([C:24]2[CH:29]=[CH:28][CH:27]=[C:26]([O:30][CH3:31])[CH:25]=2)[CH:21]=[CH:20][C:15]=1[C:16]([O:18][CH3:19])=[O:17])=[O:12]. (5) Given the reactants FC(F)(F)C(O)=O.[Cl:8][CH2:9][CH2:10][CH2:11][C:12](=[CH:16][C:17]1[CH:22]=[CH:21][C:20]([N:23]2[CH:27]=[C:26]([CH3:28])[N:25]=[CH:24]2)=[C:19]([O:29][CH3:30])[CH:18]=1)[C:13]([OH:15])=O.[F:31][C:32]1[CH:33]=[C:34]([CH:37]=[CH:38][C:39]=1[N:40]1[CH2:45][CH2:44][O:43][CH2:42][CH2:41]1)[CH2:35][NH2:36].C(N(C(C)C)CC)(C)C.C1C=CC2N(O)N=NC=2C=1, predict the reaction product. The product is: [F:31][C:32]1[CH:33]=[C:34]([CH:37]=[CH:38][C:39]=1[N:40]1[CH2:45][CH2:44][O:43][CH2:42][CH2:41]1)[CH2:35][NH:36][C:13](=[O:15])/[C:12](=[CH:16]/[C:17]1[CH:22]=[CH:21][C:20]([N:23]2[CH:27]=[C:26]([CH3:28])[N:25]=[CH:24]2)=[C:19]([O:29][CH3:30])[CH:18]=1)/[CH2:11][CH2:10][CH2:9][Cl:8]. (6) Given the reactants [NH:1]1[CH2:4][CH2:3][CH2:2]1.[CH3:5][N:6]([CH3:28])[C:7]1[N:27]=[C:10]2[CH:11]=[CH:12][C:13]([NH:15][C:16]([C:18]3[N:22]([CH3:23])[N:21]=[CH:20][C:19]=3[C:24](O)=[O:25])=[O:17])=[CH:14][N:9]2[N:8]=1, predict the reaction product. The product is: [CH3:5][N:6]([CH3:28])[C:7]1[N:27]=[C:10]2[CH:11]=[CH:12][C:13]([NH:15][C:16]([C:18]3[N:22]([CH3:23])[N:21]=[CH:20][C:19]=3[C:24]([N:1]3[CH2:4][CH2:3][CH2:2]3)=[O:25])=[O:17])=[CH:14][N:9]2[N:8]=1. (7) Given the reactants [O:1]([C:8]1[N:13]=[C:12]([C:14](Cl)=[O:15])[CH:11]=[CH:10][N:9]=1)[C:2]1[CH:7]=[CH:6][CH:5]=[CH:4][CH:3]=1.[F:17][C:18]1[CH:23]=[CH:22][C:21]([CH2:24][C:25]([N:27]2[CH2:31][CH:30]([N:32]3[CH2:37][CH2:36][O:35][CH2:34][CH2:33]3)[CH2:29][NH:28]2)=[O:26])=[CH:20][CH:19]=1.[OH-].[Na+], predict the reaction product. The product is: [F:17][C:18]1[CH:23]=[CH:22][C:21]([CH2:24][C:25]([N:27]2[CH2:31][CH:30]([N:32]3[CH2:37][CH2:36][O:35][CH2:34][CH2:33]3)[CH2:29][N:28]2[C:14]([C:12]2[CH:11]=[CH:10][N:9]=[C:8]([O:1][C:2]3[CH:7]=[CH:6][CH:5]=[CH:4][CH:3]=3)[N:13]=2)=[O:15])=[O:26])=[CH:20][CH:19]=1. (8) Given the reactants [Cl:1][C:2]1[CH:7]=[CH:6][C:5](F)=[C:4]([N+:9]([O-:11])=[O:10])[CH:3]=1.Cl.[CH3:13][C:14]1([CH3:22])[C@H:18]([NH2:19])[CH2:17][CH2:16][S:15]1(=[O:21])=[O:20].C(=O)([O-])[O-].[K+].[K+].C(N(CC)CC)C, predict the reaction product. The product is: [Cl:1][C:2]1[CH:7]=[CH:6][C:5]([NH:19][C@@H:18]2[CH2:17][CH2:16][S:15](=[O:21])(=[O:20])[C:14]2([CH3:22])[CH3:13])=[C:4]([N+:9]([O-:11])=[O:10])[CH:3]=1. (9) The product is: [F:1][C:2]1[CH:7]=[C:6]([O:8][CH3:9])[CH:5]=[C:4]2[C:3]=1[NH:10][CH:11]=[C:12]([C:13]([O:15][CH2:16][CH3:17])=[O:14])[C:18]2=[O:20]. Given the reactants [F:1][C:2]1[CH:7]=[C:6]([O:8][CH3:9])[CH:5]=[CH:4][C:3]=1[NH:10][CH:11]=[C:12]([C:18]([O:20]CC)=O)[C:13]([O:15][CH2:16][CH3:17])=[O:14].C1(OC2C=CC=CC=2)C=CC=CC=1, predict the reaction product.